This data is from Forward reaction prediction with 1.9M reactions from USPTO patents (1976-2016). The task is: Predict the product of the given reaction. (1) Given the reactants [CH:1]([S:3]([N:6]1[CH2:11][CH2:10][CH:9]([NH:12][C:13]([C:15]2[C:19]([NH:20][C:21](=[O:30])[C:22]3[C:27]([Cl:28])=[CH:26][CH:25]=[CH:24][C:23]=3[Cl:29])=[CH:18][NH:17][N:16]=2)=[O:14])[CH2:8][CH2:7]1)(=[O:5])=[O:4])=[CH2:2].[CH3:31][NH:32][CH3:33], predict the reaction product. The product is: [CH3:31][N:32]([CH3:33])[CH2:2][CH2:1][S:3]([N:6]1[CH2:11][CH2:10][CH:9]([NH:12][C:13]([C:15]2[C:19]([NH:20][C:21](=[O:30])[C:22]3[C:27]([Cl:28])=[CH:26][CH:25]=[CH:24][C:23]=3[Cl:29])=[CH:18][NH:17][N:16]=2)=[O:14])[CH2:8][CH2:7]1)(=[O:4])=[O:5]. (2) Given the reactants [C:1]([CH2:3][CH:4]([N:25]1[CH:29]=[C:28]([C:30]2[C:31]3[CH:38]=[CH:37][N:36]([CH2:39][O:40][CH2:41][CH2:42][Si:43]([CH3:46])([CH3:45])[CH3:44])[C:32]=3[N:33]=[CH:34][N:35]=2)[CH:27]=[N:26]1)[CH2:5][N:6]1[CH2:11][CH2:10][CH:9]([O:12][C:13]2[CH:14]=[C:15]([CH:20]=[C:21]([F:23])[CH:22]=2)[C:16](OC)=[O:17])[CH:8]([F:24])[CH2:7]1)#[N:2].[BH4-].[Li+], predict the reaction product. The product is: [F:24][CH:8]1[CH:9]([O:12][C:13]2[CH:14]=[C:15]([CH2:16][OH:17])[CH:20]=[C:21]([F:23])[CH:22]=2)[CH2:10][CH2:11][N:6]([CH2:5][CH:4]([N:25]2[CH:29]=[C:28]([C:30]3[C:31]4[CH:38]=[CH:37][N:36]([CH2:39][O:40][CH2:41][CH2:42][Si:43]([CH3:44])([CH3:46])[CH3:45])[C:32]=4[N:33]=[CH:34][N:35]=3)[CH:27]=[N:26]2)[CH2:3][C:1]#[N:2])[CH2:7]1. (3) Given the reactants C([O:8][C@H:9]1[C@H:14]([O:15]CC2C=CC=CC=2)[C@@H:13]([O:23]CC2C=CC=CC=2)[C@H:12]([C:31]2[CH:36]=[CH:35][C:34]([Cl:37])=[C:33]([CH2:38][C:39]3[CH:44]=[CH:43][C:42]([CH2:45][CH2:46][O:47][CH:48]([F:50])[F:49])=[CH:41][CH:40]=3)[CH:32]=2)[O:11][C@@H:10]1[CH2:51][O:52]CC1C=CC=CC=1)C1C=CC=CC=1.CO.O1CCCC1, predict the reaction product. The product is: [Cl:37][C:34]1[CH:35]=[CH:36][C:31]([C@H:12]2[C@H:13]([OH:23])[C@@H:14]([OH:15])[C@H:9]([OH:8])[C@@H:10]([CH2:51][OH:52])[O:11]2)=[CH:32][C:33]=1[CH2:38][C:39]1[CH:44]=[CH:43][C:42]([CH2:45][CH2:46][O:47][CH:48]([F:50])[F:49])=[CH:41][CH:40]=1. (4) Given the reactants Cl.F[C:3]1[CH:17]=[C:16]([F:18])[CH:15]=[CH:14][C:4]=1[C:5](=[N:12][OH:13])[CH:6]1[CH2:11][CH2:10][NH:9][CH2:8][CH2:7]1.[OH-].[K+], predict the reaction product. The product is: [F:18][C:16]1[CH:15]=[CH:14][C:4]2[C:5]([CH:6]3[CH2:11][CH2:10][NH:9][CH2:8][CH2:7]3)=[N:12][O:13][C:3]=2[CH:17]=1. (5) The product is: [CH3:14][C:13]1[N:12]2[C:15]([CH:18]=[O:19])=[CH:16][N:17]=[C:11]2[CH:10]=[CH:9][C:8]=1[C:23]1[CH:24]=[N:25][CH:26]=[CH:21][CH:22]=1. Given the reactants BrC(C=O)C=O.Br[C:8]1[CH:9]=[CH:10][C:11]2[N:12]([C:15]([CH:18]=[O:19])=[CH:16][N:17]=2)[C:13]=1[CH3:14].Br[C:21]1[CH:22]=[CH:23][C:24](N)=[N:25][C:26]=1C, predict the reaction product. (6) Given the reactants [CH3:1][C@:2]1([C:25]2[CH:30]=[CH:29][CH:28]=[CH:27][CH:26]=2)[C:11]2[C:6]3=[C:7]([C@:15]([CH3:24])([C:18]4[CH:23]=[CH:22][CH:21]=[CH:20][CH:19]=4)[CH2:16][CH2:17][N:5]3[CH2:4][CH2:3]1)[CH:8]=[C:9]([N+:12]([O-])=O)[CH:10]=2.C(N(CC)CC)C.Cl[C:39]([O:41][CH3:42])=[O:40], predict the reaction product. The product is: [CH3:1][C@:2]1([C:25]2[CH:30]=[CH:29][CH:28]=[CH:27][CH:26]=2)[C:11]2[C:6]3=[C:7]([C@:15]([CH3:24])([C:18]4[CH:23]=[CH:22][CH:21]=[CH:20][CH:19]=4)[CH2:16][CH2:17][N:5]3[CH2:4][CH2:3]1)[CH:8]=[C:9]([NH:12][C:39](=[O:40])[O:41][CH3:42])[CH:10]=2. (7) Given the reactants Br[C:2]1[C:10]2[CH:9]=[CH:8][S:7][C:6]=2[C:5]([O:11]C)=[CH:4][CH:3]=1.[ClH:13].N1C=CC=CC=1, predict the reaction product. The product is: [Cl:13][C:2]1[C:10]2[CH:9]=[CH:8][S:7][C:6]=2[C:5]([OH:11])=[CH:4][CH:3]=1. (8) Given the reactants [CH2:1]([OH:10])[C@@H:2]([C@H:4]([C@@H:6]([CH2:8][OH:9])[OH:7])[OH:5])[OH:3].CO[C:13](OC)([CH3:15])[CH3:14].O.[C:19]1(C)[CH:24]=CC(S(O)(=O)=O)=C[CH:20]=1, predict the reaction product. The product is: [C:13](=[C:8]([OH:9])[C@@H:6]([OH:7])[C@H:4]([OH:5])[C@@H:2]([OH:3])[C:1](=[C:19]([CH3:24])[CH3:20])[OH:10])([CH3:15])[CH3:14]. (9) Given the reactants C([O-])([O-])=O.[Ca+2].[O:6]1[C:10]2[CH:11]=[CH:12][CH:13]=[C:14]([NH2:15])[C:9]=2[O:8][CH2:7]1.[I:16](Cl)(=O)=O.I(Cl)(=O)=O.C[N+](C)(C)CC1C=CC=CC=1, predict the reaction product. The product is: [I:16][C:11]1[C:10]2[O:6][CH2:7][O:8][C:9]=2[C:14]([NH2:15])=[CH:13][CH:12]=1.